This data is from Reaction yield outcomes from USPTO patents with 853,638 reactions. The task is: Predict the reaction yield, written as a fraction of the theoretical maximum amount of product (1.0 means a 100% yield; for example, 0.34 means a 34% yield). (1) The reactants are C([O:3][C:4](=O)[CH2:5][N:6]([C:8](=[O:17])[C:9]1[CH:14]=[C:13]([I:15])[CH:12]=[CH:11][C:10]=1[NH2:16])[CH3:7])C.C([O-])([O-])=O.[K+].[K+]. The catalyst is C(O)C. The product is [I:15][C:13]1[CH:12]=[CH:11][C:10]2[NH:16][C:4](=[O:3])[CH2:5][N:6]([CH3:7])[C:8](=[O:17])[C:9]=2[CH:14]=1. The yield is 0.430. (2) The reactants are [C:1]([O:5][C:6](=[O:20])[CH2:7][CH2:8][S:9][CH2:10][C:11]1[CH:12]=[C:13]([CH:17]=[CH:18][CH:19]=1)[C:14]([OH:16])=O)([CH3:4])([CH3:3])[CH3:2].CCN=C=NCCCN(C)C.Cl.[F:33][C:34]([F:60])([F:59])[C:35]1[CH:36]=[C:37]([CH:56]=[CH:57][CH:58]=1)[CH2:38][NH:39][C:40](=[O:55])[C:41]1[CH:46]=[CH:45][N:44]=[C:43]([C:47]2[CH:52]=[C:51]([Cl:53])[CH:50]=[CH:49][C:48]=2[NH2:54])[CH:42]=1. The catalyst is ClCCl.CN(C)C1C=CN=CC=1. The product is [F:60][C:34]([F:33])([F:59])[C:35]1[CH:36]=[C:37]([CH:56]=[CH:57][CH:58]=1)[CH2:38][NH:39][C:40]([C:41]1[CH:46]=[CH:45][N:44]=[C:43]([C:47]2[CH:52]=[C:51]([Cl:53])[CH:50]=[CH:49][C:48]=2[NH:54][C:14]([C:13]2[CH:12]=[C:11]([CH:19]=[CH:18][CH:17]=2)[CH2:10][S:9][CH2:8][CH2:7][C:6]([O:5][C:1]([CH3:2])([CH3:3])[CH3:4])=[O:20])=[O:16])[CH:42]=1)=[O:55]. The yield is 0.860. (3) The reactants are [C:1](=[O:8])([O:5][CH2:6][CH3:7])OCC.[H-].[Na+].[I:11][C:12]1[CH:13]=[C:14]([C:18](=[O:20])[CH3:19])[CH:15]=[CH:16][CH:17]=1. The catalyst is C1(C)C=CC=CC=1. The product is [I:11][C:12]1[CH:13]=[C:14]([C:18](=[O:20])[CH2:19][C:1]([O:5][CH2:6][CH3:7])=[O:8])[CH:15]=[CH:16][CH:17]=1. The yield is 0.620. (4) The reactants are [CH3:1][O:2][C:3](=[O:18])[CH2:4][C:5]1[C:14]([CH3:15])=[C:13]([OH:16])[C:12]2[C:7](=[CH:8][CH:9]=[C:10]([F:17])[CH:11]=2)[CH:6]=1.N1C=CC=CC=1.[F:25][C:26]([F:39])([F:38])[S:27](O[S:27]([C:26]([F:39])([F:38])[F:25])(=[O:29])=[O:28])(=[O:29])=[O:28]. The catalyst is C(Cl)Cl. The product is [CH3:1][O:2][C:3](=[O:18])[CH2:4][C:5]1[C:14]([CH3:15])=[C:13]([O:16][S:27]([C:26]([F:39])([F:38])[F:25])(=[O:29])=[O:28])[C:12]2[C:7](=[CH:8][CH:9]=[C:10]([F:17])[CH:11]=2)[CH:6]=1. The yield is 0.770. (5) The catalyst is CO. The product is [Cl:1][C:2]1[C:3]2[C:10](=[CH:17][C:13]3[S:12][CH:16]=[CH:15][N:14]=3)[C:9](=[O:11])[NH:8][C:4]=2[N:5]=[CH:6][N:7]=1. The yield is 0.761. The reactants are [Cl:1][C:2]1[C:3]2[CH2:10][C:9](=[O:11])[NH:8][C:4]=2[N:5]=[CH:6][N:7]=1.[S:12]1[CH:16]=[CH:15][N:14]=[C:13]1[CH:17]=O.N1CCCC1. (6) The reactants are [CH3:1][O:2][C:3]1[CH:4]=[C:5]2[C:9](=[CH:10][C:11]=1[O:12][CH3:13])[NH:8][C:7]([C:14](O)=[O:15])=[C:6]2[C:17]1[CH:22]=[CH:21][CH:20]=[CH:19][CH:18]=1.Br[CH2:24][CH2:25][NH2:26].C(N(CC)CC)C. The catalyst is O=S(Cl)Cl.C(Cl)Cl. The product is [O:15]1[CH2:24][CH2:25][N:26]=[C:14]1[C:7]1[NH:8][C:9]2[C:5]([C:6]=1[C:17]1[CH:22]=[CH:21][CH:20]=[CH:19][CH:18]=1)=[CH:4][C:3]([O:2][CH3:1])=[C:11]([O:12][CH3:13])[CH:10]=2. The yield is 0.370.